This data is from NCI-60 drug combinations with 297,098 pairs across 59 cell lines. The task is: Regression. Given two drug SMILES strings and cell line genomic features, predict the synergy score measuring deviation from expected non-interaction effect. (1) Drug 1: CN1C2=C(C=C(C=C2)N(CCCl)CCCl)N=C1CCCC(=O)O.Cl. Drug 2: C1CNP(=O)(OC1)N(CCCl)CCCl. Cell line: OVCAR-8. Synergy scores: CSS=-1.58, Synergy_ZIP=-0.552, Synergy_Bliss=-0.294, Synergy_Loewe=-3.26, Synergy_HSA=-1.85. (2) Drug 1: CN(C)N=NC1=C(NC=N1)C(=O)N. Drug 2: C1=NC2=C(N1)C(=S)N=CN2. Cell line: HCT116. Synergy scores: CSS=25.6, Synergy_ZIP=-12.1, Synergy_Bliss=-15.7, Synergy_Loewe=-44.0, Synergy_HSA=-13.4. (3) Drug 1: CC(C)(C#N)C1=CC(=CC(=C1)CN2C=NC=N2)C(C)(C)C#N. Drug 2: N.N.Cl[Pt+2]Cl. Cell line: 786-0. Synergy scores: CSS=57.1, Synergy_ZIP=-1.73, Synergy_Bliss=-3.50, Synergy_Loewe=-7.07, Synergy_HSA=-6.87. (4) Drug 1: CNC(=O)C1=CC=CC=C1SC2=CC3=C(C=C2)C(=NN3)C=CC4=CC=CC=N4. Drug 2: CS(=O)(=O)C1=CC(=C(C=C1)C(=O)NC2=CC(=C(C=C2)Cl)C3=CC=CC=N3)Cl. Cell line: HCC-2998. Synergy scores: CSS=8.79, Synergy_ZIP=-1.74, Synergy_Bliss=-0.377, Synergy_Loewe=-2.80, Synergy_HSA=-1.72. (5) Drug 1: C1=NC2=C(N1)C(=S)N=C(N2)N. Synergy scores: CSS=37.0, Synergy_ZIP=-2.47, Synergy_Bliss=-3.82, Synergy_Loewe=-0.164, Synergy_HSA=-0.953. Cell line: KM12. Drug 2: CC1C(C(CC(O1)OC2CC(OC(C2O)C)OC3=CC4=CC5=C(C(=O)C(C(C5)C(C(=O)C(C(C)O)O)OC)OC6CC(C(C(O6)C)O)OC7CC(C(C(O7)C)O)OC8CC(C(C(O8)C)O)(C)O)C(=C4C(=C3C)O)O)O)O. (6) Drug 1: CC1=C(C=C(C=C1)NC2=NC=CC(=N2)N(C)C3=CC4=NN(C(=C4C=C3)C)C)S(=O)(=O)N.Cl. Drug 2: CCC1(CC2CC(C3=C(CCN(C2)C1)C4=CC=CC=C4N3)(C5=C(C=C6C(=C5)C78CCN9C7C(C=CC9)(C(C(C8N6C)(C(=O)OC)O)OC(=O)C)CC)OC)C(=O)OC)O.OS(=O)(=O)O. Cell line: COLO 205. Synergy scores: CSS=63.7, Synergy_ZIP=21.0, Synergy_Bliss=21.1, Synergy_Loewe=-45.6, Synergy_HSA=15.5. (7) Drug 1: CN1C2=C(C=C(C=C2)N(CCCl)CCCl)N=C1CCCC(=O)O.Cl. Drug 2: CN(CCCl)CCCl.Cl. Cell line: EKVX. Synergy scores: CSS=-1.00, Synergy_ZIP=6.71, Synergy_Bliss=4.40, Synergy_Loewe=-6.44, Synergy_HSA=-2.47.